Predict the reactants needed to synthesize the given product. From a dataset of Full USPTO retrosynthesis dataset with 1.9M reactions from patents (1976-2016). Given the product [F:45][C:12]([F:11])([F:44])[C:13]1[CH:14]=[C:15]([C@@H:23]([N:25]([CH3:43])[C:26]([N:28]2[CH2:33][CH2:32][C@H:31]([N:6]3[CH2:5][CH2:4][N:3]4[C:7](=[O:10])[CH2:8][CH2:9][C@@H:2]4[CH2:1]3)[CH2:30][C@@H:29]2[C:35]2[CH:40]=[CH:39][C:38]([F:41])=[CH:37][C:36]=2[CH3:42])=[O:27])[CH3:24])[CH:16]=[C:17]([C:19]([F:21])([F:22])[F:20])[CH:18]=1, predict the reactants needed to synthesize it. The reactants are: [CH2:1]1[NH:6][CH2:5][CH2:4][N:3]2[C:7](=[O:10])[CH2:8][CH2:9][C@H:2]12.[F:11][C:12]([F:45])([F:44])[C:13]1[CH:14]=[C:15]([C@@H:23]([N:25]([CH3:43])[C:26]([N:28]2[CH2:33][CH2:32][C:31](=O)[CH2:30][C@@H:29]2[C:35]2[CH:40]=[CH:39][C:38]([F:41])=[CH:37][C:36]=2[CH3:42])=[O:27])[CH3:24])[CH:16]=[C:17]([C:19]([F:22])([F:21])[F:20])[CH:18]=1.C(O[BH-](OC(=O)C)OC(=O)C)(=O)C.[Na+].